Dataset: Reaction yield outcomes from USPTO patents with 853,638 reactions. Task: Predict the reaction yield, written as a fraction of the theoretical maximum amount of product (1.0 means a 100% yield; for example, 0.34 means a 34% yield). (1) The reactants are [CH2:1]1[C:12]2[C:11]3[C:6](=[C:7]([C:13]([OH:15])=O)[CH:8]=[CH:9][CH:10]=3)[NH:5][C:4]=2[CH2:3][CH2:2]1.[CH2:16]([O:18][C:19](=[O:23])[C@H:20]([CH3:22])[NH2:21])[CH3:17].Cl.CN(C)CCCN=C=NCC.ON1C2C=CC=CC=2N=N1.C(N(C(C)C)CC)(C)C. The catalyst is C(Cl)Cl. The product is [CH2:1]1[C:12]2[C:11]3[CH:10]=[CH:9][CH:8]=[C:7]([C:13]([NH:21][C@@H:20]([CH3:22])[C:19]([O:18][CH2:16][CH3:17])=[O:23])=[O:15])[C:6]=3[NH:5][C:4]=2[CH2:3][CH2:2]1. The yield is 0.160. (2) The reactants are CO[C:3](=[O:24])[C:4]1[CH:9]=[CH:8][C:7]([O:10][CH2:11][C:12]2[C:13]([C:18]3[CH:23]=[CH:22][CH:21]=[CH:20][N:19]=3)=[N:14][O:15][C:16]=2[CH3:17])=[N:6][CH:5]=1.[CH:25]1([NH2:28])[CH2:27][CH2:26]1. The product is [CH:25]1([NH:28][C:3](=[O:24])[C:4]2[CH:9]=[CH:8][C:7]([O:10][CH2:11][C:12]3[C:13]([C:18]4[CH:23]=[CH:22][CH:21]=[CH:20][N:19]=4)=[N:14][O:15][C:16]=3[CH3:17])=[N:6][CH:5]=2)[CH2:27][CH2:26]1. The yield is 0.820. No catalyst specified. (3) The reactants are Cl[C:2]1[C:11]2[C:6](=[CH:7][CH:8]=[CH:9][CH:10]=2)[N:5]=[C:4]([CH2:12][F:13])[N:3]=1.[CH3:14][O:15][C:16]1[CH:21]=[CH:20][C:19]([NH:22][CH3:23])=[CH:18][CH:17]=1.Cl.C([O-])(O)=O.[Na+]. The catalyst is C(O)(C)C. The product is [F:13][CH2:12][C:4]1[N:3]=[C:2]([N:22]([C:19]2[CH:20]=[CH:21][C:16]([O:15][CH3:14])=[CH:17][CH:18]=2)[CH3:23])[C:11]2[C:6](=[CH:7][CH:8]=[CH:9][CH:10]=2)[N:5]=1. The yield is 0.0950.